Dataset: Catalyst prediction with 721,799 reactions and 888 catalyst types from USPTO. Task: Predict which catalyst facilitates the given reaction. Reactant: [C:1]([C@@H:4]1[CH2:9][N:8]2[CH2:10][CH2:11][CH2:12][C@@H:7]2[CH2:6][N:5]1[C:13]([O:15][C:16]([CH3:19])([CH3:18])[CH3:17])=[O:14])(=O)[NH2:2].COC1C=CC(P2(=S)SP(=S)(C3C=CC(OC)=CC=3)[S:29]2)=CC=1. Product: [C:1]([C@@H:4]1[CH2:9][N:8]2[CH2:10][CH2:11][CH2:12][C@@H:7]2[CH2:6][N:5]1[C:13]([O:15][C:16]([CH3:19])([CH3:18])[CH3:17])=[O:14])(=[S:29])[NH2:2]. The catalyst class is: 7.